Predict which catalyst facilitates the given reaction. From a dataset of Catalyst prediction with 721,799 reactions and 888 catalyst types from USPTO. (1) Reactant: [I:1][C:2]1[CH:3]=[C:4]2[C:9](=[CH:10][C:11]=1[CH2:12][CH2:13]C(O)=O)[NH:8][C:7](=[O:17])[CH2:6][CH2:5]2.[C:18]([OH:22])([CH3:21])([CH3:20])[CH3:19].C([N:25]([CH2:28]C)CC)C.C1(P(N=[N+]=[N-])(C2C=CC=CC=2)=[O:37])C=CC=CC=1. Product: [I:1][C:2]1[CH:3]=[C:4]2[C:9](=[CH:10][C:11]=1[CH2:12][CH2:13][NH:25][C:28](=[O:37])[O:22][C:18]([CH3:21])([CH3:20])[CH3:19])[NH:8][C:7](=[O:17])[CH2:6][CH2:5]2. The catalyst class is: 6. (2) Reactant: [CH3:1][O:2][C:3]1[CH:4]=[C:5]([CH2:13][CH2:14][NH:15][CH:16]=[O:17])[CH:6]=[CH:7][C:8]=1[O:9][CH2:10][C:11]#[CH:12].C(N(CC)CC)C.C(=O)(OC(Cl)(Cl)Cl)OC(Cl)(Cl)Cl.[Cl:37][C:38]1[CH:45]=[CH:44][C:41]([CH:42]=[O:43])=[CH:40][CH:39]=1.Cl. Product: [Cl:37][C:38]1[CH:45]=[CH:44][C:41]([CH:42]([OH:43])[C:16]([NH:15][CH2:14][CH2:13][C:5]2[CH:6]=[CH:7][C:8]([O:9][CH2:10][C:11]#[CH:12])=[C:3]([O:2][CH3:1])[CH:4]=2)=[O:17])=[CH:40][CH:39]=1. The catalyst class is: 528. (3) Reactant: Br[C:2]1[CH:3]=[CH:4][C:5]2[O:9][C:8]3[CH:10]=[C:11]([S:14]([NH:17][C@@H:18]([CH:26]([CH3:28])[CH3:27])[C:19]([O:21][C:22]([CH3:25])([CH3:24])[CH3:23])=[O:20])(=[O:16])=[O:15])[CH:12]=[CH:13][C:7]=3[C:6]=2[CH:29]=1.C([O-])([O-])=O.[K+].[K+].[N:36]1[CH:41]=[CH:40][CH:39]=[C:38](B(O)O)[CH:37]=1. Product: [CH3:27][CH:26]([CH3:28])[C@H:18]([NH:17][S:14]([C:11]1[CH:12]=[CH:13][C:7]2[C:6]3[CH:29]=[C:2]([C:38]4[CH:37]=[N:36][CH:41]=[CH:40][CH:39]=4)[CH:3]=[CH:4][C:5]=3[O:9][C:8]=2[CH:10]=1)(=[O:16])=[O:15])[C:19]([O:21][C:22]([CH3:24])([CH3:25])[CH3:23])=[O:20]. The catalyst class is: 108. (4) Reactant: P([O-])([O-])(O)=O.[Na+].[Na+].O.[C:9]([OH:21])(=[O:20])[CH2:10][C:11](CC(O)=O)([C:13]([OH:15])=[O:14])O.CC[C@H]1OC(=O)[C@H](C)[C@@H](O[C@@H]2O[C@@H](C)[C@H](O)[C@@](OC)(C)C2)[C@H](C)[C@@H](O[C@@H]2O[C@H](C)C[C@H](N(C)C)[C@H]2O)[C@@](O)(C)C[C@@H](C)C[N:28](C)[C@H](C)[C@@H](O)[C@@]1(O)C. Product: [NH2:28][C@H:11]([C:13]([OH:15])=[O:14])[CH2:10][C:9]([OH:21])=[O:20]. The catalyst class is: 6. (5) The catalyst class is: 8. Reactant: [N:1]1[C:10]2[C:9](=O)[CH2:8][CH2:7][CH2:6][C:5]=2[CH:4]=[CH:3][CH:2]=1.[O-]CC.[Na+].[C:16](OCC)(=O)[C:17]([O:19][CH2:20][CH3:21])=[O:18].[CH3:26][NH:27][NH2:28]. Product: [CH3:26][N:27]1[C:9]2[C:10]3[N:1]=[CH:2][CH:3]=[CH:4][C:5]=3[CH2:6][CH2:7][C:8]=2[C:16]([C:17]([O:19][CH2:20][CH3:21])=[O:18])=[N:28]1. (6) Reactant: [CH3:1][Li].[NH2:3][C:4]1[C:15]([Cl:16])=[CH:14][CH:13]=[C:12]([Cl:17])[C:5]=1[C:6](N(OC)C)=[O:7]. Product: [NH2:3][C:4]1[C:15]([Cl:16])=[CH:14][CH:13]=[C:12]([Cl:17])[C:5]=1[C:6](=[O:7])[CH3:1]. The catalyst class is: 30. (7) Reactant: [C:1]([O:5][C:6](=[O:47])[NH:7][C@H:8]([C@@H:28]1[O:32][C:31](=[O:33])[N:30]([C:34]2([C:37]3[CH:42]=[CH:41][CH:40]=[C:39]([C:43]([CH3:46])([CH3:45])[CH3:44])[CH:38]=3)[CH2:36][CH2:35]2)[CH2:29]1)[CH2:9][C:10]1[CH:15]=[CH:14][C:13]([NH:16][C:17](=[O:22])[C:18]([F:21])([F:20])[F:19])=[C:12]([C:23]#[C:24][CH2:25][CH2:26][CH3:27])[CH:11]=1)([CH3:4])([CH3:3])[CH3:2].CCCCCC.CCOC(C)=O.N. Product: [C:1]([O:5][C:6](=[O:47])[NH:7][C@H:8]([C@@H:28]1[O:32][C:31](=[O:33])[N:30]([C:34]2([C:37]3[CH:42]=[CH:41][CH:40]=[C:39]([C:43]([CH3:46])([CH3:45])[CH3:44])[CH:38]=3)[CH2:35][CH2:36]2)[CH2:29]1)[CH2:9][C:10]1[CH:15]=[CH:14][C:13]([NH:16][C:17](=[O:22])[C:18]([F:19])([F:20])[F:21])=[C:12]([CH2:23][CH2:24][CH2:25][CH2:26][CH3:27])[CH:11]=1)([CH3:2])([CH3:3])[CH3:4]. The catalyst class is: 99. (8) Reactant: Br[C:2]1[CH:7]=[CH:6][CH:5]=[C:4]([F:8])[CH:3]=1.[Li]CCCC.[F:14][C:15]1[CH:16]=[C:17]([CH:20]=[CH:21][CH:22]=1)[CH:18]=[O:19].O. Product: [F:8][C:4]1[CH:3]=[C:2]([CH:18]([C:17]2[CH:20]=[CH:21][CH:22]=[C:15]([F:14])[CH:16]=2)[OH:19])[CH:7]=[CH:6][CH:5]=1. The catalyst class is: 7.